Dataset: Reaction yield outcomes from USPTO patents with 853,638 reactions. Task: Predict the reaction yield, written as a fraction of the theoretical maximum amount of product (1.0 means a 100% yield; for example, 0.34 means a 34% yield). (1) The catalyst is CN(C=O)C. The reactants are [N:1]1([S:7]([C:10]2[CH:17]=[CH:16][C:13]([CH2:14][NH2:15])=[CH:12][CH:11]=2)(=[O:9])=[O:8])[CH2:6][CH2:5][CH2:4][CH2:3][CH2:2]1.[O:18]1[C:22]2=[CH:23][N:24]=[CH:25][CH:26]=[C:21]2[CH:20]=[C:19]1[C:27](O)=[O:28].CCN(C(C)C)C(C)C.F[P-](F)(F)(F)(F)F.N1(O[P+](N(C)C)(N(C)C)N(C)C)C2C=CC=CC=2N=N1. The product is [N:1]1([S:7]([C:10]2[CH:17]=[CH:16][C:13]([CH2:14][NH:15][C:27]([C:19]3[O:18][C:22]4=[CH:23][N:24]=[CH:25][CH:26]=[C:21]4[CH:20]=3)=[O:28])=[CH:12][CH:11]=2)(=[O:9])=[O:8])[CH2:2][CH2:3][CH2:4][CH2:5][CH2:6]1. The yield is 0.400. (2) The reactants are Cl[C:2]1[CH:3]=[C:4]([CH:8]=[CH:9][CH:10]=1)[C:5]([NH2:7])=[O:6].[CH3:11][C:12]1[CH:17]=[CH:16][CH:15]=[C:14]([CH3:18])[C:13]=1B(O)O.C([O-])([O-])=O.[K+].[K+]. The catalyst is CC([O-])=O.CC([O-])=O.[Pd+2].C1(P(C2CCCCC2)C2C=CC=CC=2C2C(OC)=CC=C(S([O-])(=O)=O)C=2OC)CCCCC1.[Na+].O. The product is [CH3:11][C:12]1[CH:17]=[CH:16][CH:15]=[C:14]([CH3:18])[C:13]=1[C:2]1[CH:10]=[CH:9][CH:8]=[C:4]([C:5]([NH2:7])=[O:6])[CH:3]=1. The yield is 0.920. (3) The reactants are [F:1][C:2]1[CH:10]=[C:9]2[C:5]([C:6]([C:12]3[N:17]=[C:16]4[C:18]([C:21]([OH:23])=O)=[CH:19][NH:20][C:15]4=[N:14][CH:13]=3)=[N:7][N:8]2[CH3:11])=[CH:4][CH:3]=1.[CH3:24][C:25]([NH2:29])([C:27]#[CH:28])[CH3:26].CN(C(ON1N=NC2C=CC=NC1=2)=[N+](C)C)C.F[P-](F)(F)(F)(F)F.CCN(C(C)C)C(C)C. The catalyst is CN(C=O)C.O. The product is [F:1][C:2]1[CH:10]=[C:9]2[C:5]([C:6]([C:12]3[N:17]=[C:16]4[C:18]([C:21]([NH:29][C:25]([CH3:26])([C:27]#[CH:28])[CH3:24])=[O:23])=[CH:19][NH:20][C:15]4=[N:14][CH:13]=3)=[N:7][N:8]2[CH3:11])=[CH:4][CH:3]=1. The yield is 0.235. (4) The reactants are [CH:1]([C:4]1[NH:8][N:7]=[C:6]([NH:9][C:10]2[C:11]3[CH2:26][CH2:25][CH2:24][C:12]=3[N:13]=[C:14]([N:16]3[CH2:20][CH2:19][CH2:18][CH:17]3[C:21]([OH:23])=[O:22])[N:15]=2)[CH:5]=1)([CH3:3])[CH3:2].[CH:27]1C=CC2N(O)N=NC=2C=1.O.CN1CCOCC1.CCN=C=NCCCN(C)C.Cl. The catalyst is CO. The product is [CH:1]([C:4]1[NH:8][N:7]=[C:6]([NH:9][C:10]2[C:11]3[CH2:26][CH2:25][CH2:24][C:12]=3[N:13]=[C:14]([N:16]3[CH2:20][CH2:19][CH2:18][CH:17]3[C:21]([O:23][CH3:27])=[O:22])[N:15]=2)[CH:5]=1)([CH3:3])[CH3:2]. The yield is 0.960. (5) The reactants are CC(OI1(OC(C)=O)(OC(C)=O)OC(=O)C2C=CC=CC1=2)=O.[F:23][C:24]1[C:25](=[O:40])[NH:26][C:27]2[C:32]([CH:33]=1)=[CH:31][CH:30]=[C:29]([O:34][CH2:35][CH2:36][CH2:37][CH2:38]O)[N:28]=2.[O-]S([O-])(=S)=O.[Na+].[Na+].Cl.[C:49]1([N:59]2[CH2:64][CH2:63][NH:62][CH2:61][CH2:60]2)[C:58]2[C:53](=[CH:54][CH:55]=[CH:56][CH:57]=2)[CH:52]=[CH:51][CH:50]=1.CCN(CC)CC.[BH-](OC(C)=O)(OC(C)=O)OC(C)=O.[Na+]. The catalyst is C(Cl)Cl.C1COCC1.CCOCC.ClCCCl.CS(C)=O. The product is [F:23][C:24]1[C:25](=[O:40])[NH:26][C:27]2[C:32]([CH:33]=1)=[CH:31][CH:30]=[C:29]([O:34][CH2:35][CH2:36][CH2:37][CH2:38][N:62]1[CH2:61][CH2:60][N:59]([C:49]3[C:58]4[C:53](=[CH:54][CH:55]=[CH:56][CH:57]=4)[CH:52]=[CH:51][CH:50]=3)[CH2:64][CH2:63]1)[N:28]=2. The yield is 0.620.